Dataset: Forward reaction prediction with 1.9M reactions from USPTO patents (1976-2016). Task: Predict the product of the given reaction. (1) Given the reactants [N+:1]([C:4]1[CH:5]=[C:6]([CH:10]=[C:11]([N+:13]([O-:15])=[O:14])[CH:12]=1)[C:7]([OH:9])=[O:8])([O-:3])=[O:2].C(=O)([O-])O.[Na+].[I-].[Na+].Cl[CH2:24][CH2:25][CH2:26][CH2:27][CH2:28][CH2:29][OH:30], predict the reaction product. The product is: [N+:1]([C:4]1[CH:5]=[C:6]([CH:10]=[C:11]([N+:13]([O-:15])=[O:14])[CH:12]=1)[C:7]([O:9][CH2:24][CH2:25][CH2:26][CH2:27][CH2:28][CH2:29][OH:30])=[O:8])([O-:3])=[O:2]. (2) Given the reactants [F:1][C:2]([F:33])([F:32])[C:3]1[CH:8]=[CH:7][N:6]=[C:5]([NH:9][C:10]2[CH:11]=[C:12]([C:16]3[S:20][C:19]([N:21]4[CH2:26][CH2:25][CH:24]([C:27]([O:29]CC)=[O:28])[CH2:23][CH2:22]4)=[N:18][CH:17]=3)[CH:13]=[CH:14][CH:15]=2)[N:4]=1.[OH-].[Li+], predict the reaction product. The product is: [F:33][C:2]([F:1])([F:32])[C:3]1[CH:8]=[CH:7][N:6]=[C:5]([NH:9][C:10]2[CH:11]=[C:12]([C:16]3[S:20][C:19]([N:21]4[CH2:26][CH2:25][CH:24]([C:27]([OH:29])=[O:28])[CH2:23][CH2:22]4)=[N:18][CH:17]=3)[CH:13]=[CH:14][CH:15]=2)[N:4]=1.